Dataset: Full USPTO retrosynthesis dataset with 1.9M reactions from patents (1976-2016). Task: Predict the reactants needed to synthesize the given product. (1) The reactants are: [OH:1][C:2]1[CH:7]=[CH:6][C:5]([C:8](=[O:10])[CH3:9])=[CH:4][C:3]=1[O:11][CH3:12].C(=O)([O-])[O-].[K+].[K+].Br[CH2:20][CH2:21][CH2:22][Cl:23]. Given the product [Cl:23][CH2:22][CH2:21][CH2:20][O:1][C:2]1[CH:7]=[CH:6][C:5]([C:8](=[O:10])[CH3:9])=[CH:4][C:3]=1[O:11][CH3:12], predict the reactants needed to synthesize it. (2) Given the product [F:2][C:3]1[CH:4]=[CH:5][C:6]2[N:7]([C:9]([C:12]3[N:20]=[C:19]4[C:15]([NH:16][C:17](=[O:35])[N:18]4[CH2:21][C@@H:22]4[CH2:27][CH2:26][CH2:25][NH:24][CH2:23]4)=[CH:14][N:13]=3)=[CH:10][N:11]=2)[CH:8]=1, predict the reactants needed to synthesize it. The reactants are: Cl.[F:2][C:3]1[CH:4]=[CH:5][C:6]2[N:7]([C:9]([C:12]3[N:20]=[C:19]4[C:15]([NH:16][C:17](=[O:35])[N:18]4[CH2:21][C@@H:22]4[CH2:27][CH2:26][CH2:25][N:24](C(OC(C)(C)C)=O)[CH2:23]4)=[CH:14][N:13]=3)=[CH:10][N:11]=2)[CH:8]=1. (3) The reactants are: [F:1][C:2]1[CH:7]=[CH:6][C:5]([F:8])=[CH:4][C:3]=1[C@H:9]1[CH2:13][CH2:12][CH2:11][N:10]1[C:14]1[CH:19]=[CH:18][N:17]2[N:20]=[CH:21][C:22]([NH:23][C:24]([N:26]3[CH2:29][CH:28]([O:30][CH3:31])[CH2:27]3)=[O:25])=[C:16]2[N:15]=1.[S:32](=[O:36])(=[O:35])([OH:34])[OH:33]. Given the product [S:32]([OH:36])([OH:35])(=[O:34])=[O:33].[F:1][C:2]1[CH:7]=[CH:6][C:5]([F:8])=[CH:4][C:3]=1[C@H:9]1[CH2:13][CH2:12][CH2:11][N:10]1[C:14]1[CH:19]=[CH:18][N:17]2[N:20]=[CH:21][C:22]([NH:23][C:24]([N:26]3[CH2:27][CH:28]([O:30][CH3:31])[CH2:29]3)=[O:25])=[C:16]2[N:15]=1, predict the reactants needed to synthesize it.